Dataset: Full USPTO retrosynthesis dataset with 1.9M reactions from patents (1976-2016). Task: Predict the reactants needed to synthesize the given product. (1) Given the product [ClH:1].[Cl:1][C:2]1[CH:3]=[C:4]([C:12]2[C:13]([O:23][C:24]3[CH:29]=[CH:28][C:27]([O:30][CH2:31][CH2:32][N:33]4[CH2:34][CH2:35][CH2:36][CH2:37][CH2:38]4)=[CH:26][CH:25]=3)=[C:14]3[C:19](=[CH:20][CH:21]=2)[CH:18]=[C:17]([OH:22])[CH:16]=[CH:15]3)[CH:5]=[CH:6][C:7]=1[S:8]([CH3:11])(=[O:10])=[O:9], predict the reactants needed to synthesize it. The reactants are: [Cl:1][C:2]1[CH:3]=[C:4]([C:12]2[C:13]([O:23][C:24]3[CH:29]=[CH:28][C:27]([O:30][CH2:31][CH2:32][N:33]4[CH2:38][CH2:37][CH2:36][CH2:35][CH2:34]4)=[CH:26][CH:25]=3)=[C:14]3[C:19](=[CH:20][CH:21]=2)[CH:18]=[C:17]([OH:22])[CH:16]=[CH:15]3)[CH:5]=[CH:6][C:7]=1[S:8]([CH3:11])(=[O:10])=[O:9].Cl. (2) Given the product [Br:12][CH:5]1[C:4]2[C:8](=[CH:9][CH:10]=[C:2]([Br:1])[CH:3]=2)[C:7](=[O:11])[O:6]1, predict the reactants needed to synthesize it. The reactants are: [Br:1][C:2]1[CH:3]=[C:4]2[C:8](=[CH:9][CH:10]=1)[C:7](=[O:11])[O:6][CH2:5]2.[Br:12]Br. (3) Given the product [Cl:25][C:26]1[C:31]([C:32]#[N:33])=[C:30]([C:34]([F:35])([F:36])[F:37])[CH:29]=[C:28]([NH:18][CH2:17][C@@H:16]2[CH2:15][C@@H:14]3[C@@H:12]([CH2:13]3)[CH2:11][N:10]2[C:8]([C:6]2[C:5]([C:19]3[N:24]=[CH:23][CH:22]=[CH:21][N:20]=3)=[CH:4][CH:3]=[C:2]([CH3:1])[N:7]=2)=[O:9])[N:27]=1, predict the reactants needed to synthesize it. The reactants are: [CH3:1][C:2]1[N:7]=[C:6]([C:8]([N:10]2[C@H:16]([CH2:17][NH2:18])[CH2:15][C@@H:14]3[C@@H:12]([CH2:13]3)[CH2:11]2)=[O:9])[C:5]([C:19]2[N:24]=[CH:23][CH:22]=[CH:21][N:20]=2)=[CH:4][CH:3]=1.[Cl:25][C:26]1[C:31]([C:32]#[N:33])=[C:30]([C:34]([F:37])([F:36])[F:35])[CH:29]=[C:28](Cl)[N:27]=1.CCN(C(C)C)C(C)C. (4) Given the product [C:11]([O:13][CH3:14])(=[O:12])[CH2:10][CH2:9][CH2:8][CH2:7][CH2:6][CH2:5][CH2:4]/[CH:3]=[CH:2]\[C:22]#[C:23][CH2:24][CH2:25][CH2:26][CH2:27][CH2:28][CH3:29], predict the reactants needed to synthesize it. The reactants are: I/[CH:2]=[CH:3]\[CH2:4][CH2:5][CH2:6][CH2:7][CH2:8][CH2:9][CH2:10][C:11]([O:13][CH3:14])=[O:12].CCN(CC)CC.[CH:22]#[C:23][CH2:24][CH2:25][CH2:26][CH2:27][CH2:28][CH3:29].Cl. (5) Given the product [OH:45][CH:42]1[CH2:41][CH2:40][N:39]([C@@H:37]([CH3:38])[CH2:36][N:33]2[CH2:32][CH2:31][CH:30]([NH:29][C:23]([C:17]3[NH:18][C:19]4[C:15]([CH:16]=3)=[C:14]([O:13][CH2:12][C:9]3[C:8]5[C:3]([O:2][CH3:1])=[CH:4][CH:5]=[CH:6][C:7]=5[O:11][CH:10]=3)[CH:22]=[CH:21][CH:20]=4)=[O:24])[CH2:35][CH2:34]2)[CH2:44][CH2:43]1, predict the reactants needed to synthesize it. The reactants are: [CH3:1][O:2][C:3]1[C:8]2[C:9]([CH2:12][O:13][C:14]3[CH:22]=[CH:21][CH:20]=[C:19]4[C:15]=3[CH:16]=[C:17]([C:23](O)=[O:24])[NH:18]4)=[CH:10][O:11][C:7]=2[CH:6]=[CH:5][CH:4]=1.Cl.Cl.Cl.[NH2:29][CH:30]1[CH2:35][CH2:34][N:33]([CH2:36][C@@H:37]([N:39]2[CH2:44][CH2:43][CH:42]([OH:45])[CH2:41][CH2:40]2)[CH3:38])[CH2:32][CH2:31]1. (6) Given the product [C:1]([NH:4][C:5]([CH2:16][C:17](=[O:18])[C:19]1[CH:24]=[CH:23][C:22]([O:25][C:26]2[CH:31]=[CH:30][C:29]([C:32](=[O:35])[CH2:33][O:40][C:36](=[O:39])[CH2:37][CH3:38])=[CH:28][CH:27]=2)=[CH:21][CH:20]=1)([C:11]([O:13][CH2:14][CH3:15])=[O:12])[C:6]([O:8][CH2:9][CH3:10])=[O:7])(=[O:3])[CH3:2], predict the reactants needed to synthesize it. The reactants are: [C:1]([NH:4][C:5]([CH2:16][C:17]([C:19]1[CH:24]=[CH:23][C:22]([O:25][C:26]2[CH:31]=[CH:30][C:29]([C:32](=[O:35])[CH2:33]Cl)=[CH:28][CH:27]=2)=[CH:21][CH:20]=1)=[O:18])([C:11]([O:13][CH2:14][CH3:15])=[O:12])[C:6]([O:8][CH2:9][CH3:10])=[O:7])(=[O:3])[CH3:2].[C:36]([OH:40])(=[O:39])[CH2:37][CH3:38].CCN(CC)CC. (7) Given the product [CH2:4]([N:11]1[CH2:12][CH2:13][O:18][CH:17]([C:19]2[CH:24]=[CH:23][C:22]([F:25])=[CH:21][C:20]=2[Cl:26])[CH2:16]1)[C:5]1[CH:10]=[CH:9][CH:8]=[CH:7][CH:6]=1, predict the reactants needed to synthesize it. The reactants are: C(O)=O.[CH2:4]([NH:11][CH2:12][CH2:13]O)[C:5]1[CH:10]=[CH:9][CH:8]=[CH:7][CH:6]=1.Br[CH2:16][C:17]([C:19]1[CH:24]=[CH:23][C:22]([F:25])=[CH:21][C:20]=1[Cl:26])=[O:18]. (8) Given the product [CH3:1][O:2][C:3]1[CH:4]=[C:5]2[C:10](=[CH:11][CH:12]=1)[N:9]=[CH:8][CH:7]=[C:6]2[S:13][C:15]1([C:19]([O:21][CH2:22][CH3:23])=[O:20])[CH2:18][CH2:17][CH2:16]1, predict the reactants needed to synthesize it. The reactants are: [CH3:1][O:2][C:3]1[CH:4]=[C:5]2[C:10](=[CH:11][CH:12]=1)[N:9]=[CH:8][CH:7]=[C:6]2[SH:13].Br[C:15]1([C:19]([O:21][CH2:22][CH3:23])=[O:20])[CH2:18][CH2:17][CH2:16]1.C(=O)([O-])[O-].[Cs+].[Cs+].CN(C)C=O.